This data is from Catalyst prediction with 721,799 reactions and 888 catalyst types from USPTO. The task is: Predict which catalyst facilitates the given reaction. (1) Reactant: [NH2:1][C@H:2]1[CH2:7][CH:6]=[CH:5][CH2:4][C@H:3]1[C:8]([OH:10])=[O:9].C(N(CC)CC)C.Cl.[CH3:19][C:20]1[CH:29]=[C:28]([CH2:30][O:31][C:32]2[CH:37]=[CH:36][C:35]([S:38](Cl)(=[O:40])=[O:39])=[CH:34][CH:33]=2)[C:27]2[C:22](=[CH:23][CH:24]=[CH:25][CH:26]=2)[N:21]=1. Product: [CH3:19][C:20]1[CH:29]=[C:28]([CH2:30][O:31][C:32]2[CH:37]=[CH:36][C:35]([S:38]([NH:1][C@@H:2]3[C@H:3]([C:8]([OH:10])=[O:9])[CH2:4][CH:5]=[CH:6][CH2:7]3)(=[O:40])=[O:39])=[CH:34][CH:33]=2)[C:27]2[C:22](=[CH:23][CH:24]=[CH:25][CH:26]=2)[N:21]=1. The catalyst class is: 38. (2) Reactant: C([O:8][C:9]1[C:10]([C:27]([O:29][CH3:30])=[O:28])=[N:11][N:12]2[CH2:17][CH2:16][N:15]([CH2:18][C:19]3[CH:24]=[CH:23][C:22]([F:25])=[CH:21][CH:20]=3)[C:14](=[O:26])[C:13]=12)C1C=CC=CC=1. Product: [F:25][C:22]1[CH:21]=[CH:20][C:19]([CH2:18][N:15]2[CH2:16][CH2:17][N:12]3[N:11]=[C:10]([C:27]([O:29][CH3:30])=[O:28])[C:9]([OH:8])=[C:13]3[C:14]2=[O:26])=[CH:24][CH:23]=1. The catalyst class is: 19.